Task: Predict the reaction yield, written as a fraction of the theoretical maximum amount of product (1.0 means a 100% yield; for example, 0.34 means a 34% yield).. Dataset: Reaction yield outcomes from USPTO patents with 853,638 reactions (1) The reactants are [CH:1]1[CH:6]=[CH:5][C:4]([NH:7][C:8]2[CH:13]=[CH:12][C:11](Br)=[CH:10][CH:9]=2)=[CH:3][CH:2]=1.[C:15]1([N:21]2[C:33]3[CH:32]=[CH:31][C:30](B(O)O)=[CH:29][C:28]=3[C:27]3[C:22]2=[CH:23][CH:24]=[CH:25][CH:26]=3)[CH:20]=[CH:19][CH:18]=[CH:17][CH:16]=1.C1(C)C=CC=CC=1P(C1C=CC=CC=1C)C1C=CC=CC=1C.C(=O)([O-])[O-].[K+].[K+]. The catalyst is C([O-])(=O)C.[Pd+2].C([O-])(=O)C.C(O)C.C1(C)C=CC=CC=1. The product is [CH:1]1[CH:6]=[CH:5][C:4]([NH:7][C:8]2[CH:13]=[CH:12][C:11]([C:30]3[CH:31]=[CH:32][C:33]4[N:21]([C:15]5[CH:20]=[CH:19][CH:18]=[CH:17][CH:16]=5)[C:22]5[C:27]([C:28]=4[CH:29]=3)=[CH:26][CH:25]=[CH:24][CH:23]=5)=[CH:10][CH:9]=2)=[CH:3][CH:2]=1. The yield is 0.450. (2) The reactants are [NH2:1][C:2]1[N:6]([C:7]2[CH:8]=[C:9]([OH:13])[CH:10]=[CH:11][CH:12]=2)[N:5]=[C:4]([C:14]([CH3:35])([CH3:34])[CH2:15][O:16][Si:17]([C:30]([CH3:33])([CH3:32])[CH3:31])([C:24]2[CH:29]=[CH:28][CH:27]=[CH:26][CH:25]=2)[C:18]2[CH:23]=[CH:22][CH:21]=[CH:20][CH:19]=2)[CH:3]=1.C1(P(C2C=CC=CC=2)C2C=CC=CC=2)C=CC=CC=1.[O:55]1[CH2:60][CH2:59][CH2:58][CH2:57][CH:56]1[O:61][CH2:62][CH2:63]O.CC(OC(/N=N/C(OC(C)C)=O)=O)C. The catalyst is C1COCC1.O. The product is [C:30]([Si:17]([C:18]1[CH:23]=[CH:22][CH:21]=[CH:20][CH:19]=1)([C:24]1[CH:29]=[CH:28][CH:27]=[CH:26][CH:25]=1)[O:16][CH2:15][C:14]([C:4]1[CH:3]=[C:2]([NH2:1])[N:6]([C:7]2[CH:12]=[CH:11][CH:10]=[C:9]([O:13][CH2:63][CH2:62][O:61][CH:56]3[CH2:57][CH2:58][CH2:59][CH2:60][O:55]3)[CH:8]=2)[N:5]=1)([CH3:35])[CH3:34])([CH3:33])([CH3:32])[CH3:31]. The yield is 0.610. (3) The reactants are [NH2:1][C:2]1[N:24]=[CH:23][CH:22]=[CH:21][C:3]=1[C:4]([NH:6][CH2:7][C:8]1[S:9][C:10]([O:13][C:14]2[CH:19]=[CH:18][CH:17]=[C:16](Br)[CH:15]=2)=[CH:11][CH:12]=1)=[O:5].C(OCC)(=O)C.O.[CH3:32][N:33](C)C=O. The catalyst is [C-]#N.[Zn+2].[C-]#N.C1C=CC([P]([Pd]([P](C2C=CC=CC=2)(C2C=CC=CC=2)C2C=CC=CC=2)([P](C2C=CC=CC=2)(C2C=CC=CC=2)C2C=CC=CC=2)[P](C2C=CC=CC=2)(C2C=CC=CC=2)C2C=CC=CC=2)(C2C=CC=CC=2)C2C=CC=CC=2)=CC=1. The product is [NH2:1][C:2]1[N:24]=[CH:23][CH:22]=[CH:21][C:3]=1[C:4]([NH:6][CH2:7][C:8]1[S:9][C:10]([O:13][C:14]2[CH:19]=[CH:18][CH:17]=[C:16]([C:32]#[N:33])[CH:15]=2)=[CH:11][CH:12]=1)=[O:5]. The yield is 0.100. (4) The reactants are [CH2:1]([S:3]([C:6]1[CH:7]=[C:8]([C:12]2[CH:20]=[C:19]([NH:21][CH3:22])[C:18]([O:23][CH3:24])=[C:17]3[C:13]=2[C:14]2[CH:28]=[C:27]([CH3:29])[CH:26]=[N:25][C:15]=2[NH:16]3)[CH:9]=[CH:10][CH:11]=1)(=[O:5])=[O:4])[CH3:2].[CH:30]1([C:33](Cl)=[O:34])[CH2:32][CH2:31]1. The catalyst is C1COCC1. The product is [CH2:1]([S:3]([C:6]1[CH:7]=[C:8]([C:12]2[CH:20]=[C:19]([N:21]([CH3:22])[C:33]([CH:30]3[CH2:32][CH2:31]3)=[O:34])[C:18]([O:23][CH3:24])=[C:17]3[C:13]=2[C:14]2[CH:28]=[C:27]([CH3:29])[CH:26]=[N:25][C:15]=2[NH:16]3)[CH:9]=[CH:10][CH:11]=1)(=[O:5])=[O:4])[CH3:2]. The yield is 0.750.